From a dataset of NCI-60 drug combinations with 297,098 pairs across 59 cell lines. Regression. Given two drug SMILES strings and cell line genomic features, predict the synergy score measuring deviation from expected non-interaction effect. Drug 1: CCC1(CC2CC(C3=C(CCN(C2)C1)C4=CC=CC=C4N3)(C5=C(C=C6C(=C5)C78CCN9C7C(C=CC9)(C(C(C8N6C=O)(C(=O)OC)O)OC(=O)C)CC)OC)C(=O)OC)O.OS(=O)(=O)O. Drug 2: CC(C)CN1C=NC2=C1C3=CC=CC=C3N=C2N. Cell line: OVCAR-8. Synergy scores: CSS=0.871, Synergy_ZIP=-0.623, Synergy_Bliss=1.37, Synergy_Loewe=0.113, Synergy_HSA=1.13.